Dataset: Reaction yield outcomes from USPTO patents with 853,638 reactions. Task: Predict the reaction yield, written as a fraction of the theoretical maximum amount of product (1.0 means a 100% yield; for example, 0.34 means a 34% yield). (1) The product is [Br:11][C:8]1[CH:9]=[CH:10][C:2]2[N:1]=[C:12]([C:13]3[CH:18]=[CH:17][CH:16]=[CH:15][CH:14]=3)[O:5][C:4](=[O:6])[C:3]=2[CH:7]=1. No catalyst specified. The yield is 0.970. The reactants are [NH2:1][C:2]1[CH:10]=[CH:9][C:8]([Br:11])=[CH:7][C:3]=1[C:4]([OH:6])=[O:5].[C:12](Cl)(=O)[C:13]1[CH:18]=[CH:17][CH:16]=[CH:15][CH:14]=1. (2) The reactants are [Na].Cl[C:3]1[CH:8]=[C:7]([CH3:9])[N:6]=[C:5]([NH:10][C:11]2[CH:16]=[CH:15][C:14]([N:17]3[CH:21]=[C:20]([CH3:22])[N:19]=[CH:18]3)=[C:13]([O:23][CH3:24])[CH:12]=2)[N:4]=1.[O:25]1[CH2:30][CH2:29][CH:28]([OH:31])[CH2:27][CH2:26]1. No catalyst specified. The product is [CH3:24][O:23][C:13]1[CH:12]=[C:11]([NH:10][C:5]2[N:6]=[C:7]([CH3:9])[CH:8]=[C:3]([O:31][CH:28]3[CH2:29][CH2:30][O:25][CH2:26][CH2:27]3)[N:4]=2)[CH:16]=[CH:15][C:14]=1[N:17]1[CH:21]=[C:20]([CH3:22])[N:19]=[CH:18]1. The yield is 0.110. (3) The product is [C:1]([O:5][C:6]([N:8]1[CH2:12][C:11]([F:13])([F:14])[CH2:10][CH:9]1[CH2:15][O:16][C:18]1[CH:27]=[CH:26][C:21]([C:22]([O:24][CH3:25])=[O:23])=[CH:20][CH:19]=1)=[O:7])([CH3:4])([CH3:3])[CH3:2]. The catalyst is C1COCC1. The yield is 0.880. The reactants are [C:1]([O:5][C:6]([N:8]1[CH2:12][C:11]([F:14])([F:13])[CH2:10][CH:9]1[CH2:15][OH:16])=[O:7])([CH3:4])([CH3:3])[CH3:2].O[C:18]1[CH:27]=[CH:26][C:21]([C:22]([O:24][CH3:25])=[O:23])=[CH:20][CH:19]=1.C1C=CC(P(C2C=CC=CC=2)C2C=CC=CC=2)=CC=1.CC(OC(/N=N/C(OC(C)C)=O)=O)C.